This data is from Forward reaction prediction with 1.9M reactions from USPTO patents (1976-2016). The task is: Predict the product of the given reaction. (1) Given the reactants C[O:2][C:3](=O)[CH2:4][N:5]1[CH2:14][CH2:13][C:12]2[N:11]([CH2:15][C:16]3[CH:21]=[CH:20][CH:19]=[CH:18][CH:17]=3)[N:10]=[C:9]([C:22]3[CH:27]=[CH:26][C:25]([Cl:28])=[CH:24][CH:23]=3)[C:8]=2[CH2:7][CH2:6]1.[H-].[Al+3].[Li+].[H-].[H-].[H-], predict the reaction product. The product is: [CH2:15]([N:11]1[C:12]2[CH2:13][CH2:14][N:5]([CH2:4][CH2:3][OH:2])[CH2:6][CH2:7][C:8]=2[C:9]([C:22]2[CH:27]=[CH:26][C:25]([Cl:28])=[CH:24][CH:23]=2)=[N:10]1)[C:16]1[CH:21]=[CH:20][CH:19]=[CH:18][CH:17]=1. (2) Given the reactants [N:1]1[CH:6]=[CH:5][CH:4]=[C:3]([CH2:7][CH2:8][C:9]([OH:11])=[O:10])[CH:2]=1.[CH:12](N=C=NC(C)C)(C)C.C([O-])(O)=O.[Na+], predict the reaction product. The product is: [N:1]1[CH:6]=[CH:5][CH:4]=[C:3]([CH2:7][CH2:8][C:9]([O:11][CH3:12])=[O:10])[CH:2]=1. (3) The product is: [F:1][C:2]1[CH:3]=[C:4]([CH2:5][OH:6])[CH:7]=[CH:8][C:9]=1[S:10][CH3:11]. Given the reactants [F:1][C:2]1[CH:3]=[C:4]([CH:7]=[CH:8][C:9]=1[S:10][CH3:11])[CH:5]=[O:6].[BH4-].[Na+].O, predict the reaction product. (4) Given the reactants [Br:1][C:2]1[CH:16]=[CH:15][C:5]([CH2:6][NH:7][C@H:8]([C:12]([OH:14])=[O:13])[CH:9]([CH3:11])[CH3:10])=[CH:4][CH:3]=1.C(=O)(O)[O-].[Na+].[C:22](Cl)(=[O:27])[CH2:23][CH2:24][CH2:25][CH3:26].O, predict the reaction product. The product is: [Br:1][C:2]1[CH:16]=[CH:15][C:5]([CH2:6][N:7]([C:22](=[O:27])[CH2:23][CH2:24][CH2:25][CH3:26])[C@H:8]([C:12]([OH:14])=[O:13])[CH:9]([CH3:11])[CH3:10])=[CH:4][CH:3]=1. (5) The product is: [F:1][C:2]([F:18])([F:19])[C:3]1[CH:4]=[C:5]([CH:9]([C:10]([O:12][C:13]2[C:26]([Cl:31])=[CH:27][C:28]([Cl:30])=[CH:29][C:24]=2[Cl:23])=[O:11])[C:14]([O:16][C:17]2[C:24]([Cl:22])=[CH:29][C:28]([Cl:30])=[CH:27][C:26]=2[Cl:31])=[O:15])[CH:6]=[CH:7][CH:8]=1. Given the reactants [F:1][C:2]([F:19])([F:18])[C:3]1[CH:4]=[C:5]([CH:9]([C:14]([O:16][CH3:17])=[O:15])[C:10]([O:12][CH3:13])=[O:11])[CH:6]=[CH:7][CH:8]=1.[OH-].[Na+].[ClH:22].[Cl:23][C:24]1[CH:29]=[C:28]([Cl:30])[CH:27]=[C:26]([Cl:31])C=1O, predict the reaction product. (6) Given the reactants [Br:1][CH2:2][C:3]1[CH:16]=[CH:15][C:6]([C:7]([C:9]2[CH:14]=[CH:13][CH:12]=[CH:11][CH:10]=2)=[O:8])=[CH:5][CH:4]=1.[OH:17][CH2:18][C:19]1[CH:32]=[CH:31][C:22]([C:23]([C:25]2[CH:30]=[CH:29][CH:28]=[CH:27][CH:26]=2)=[O:24])=[CH:21][CH:20]=1.[H-].[Na+].[CH2:35](Br)[CH:36]=[CH2:37], predict the reaction product. The product is: [Br:1][CH2:2][C:3]1[CH:16]=[CH:15][C:6]([C:7]([C:9]2[CH:14]=[CH:13][CH:12]=[CH:11][CH:10]=2)=[O:8])=[CH:5][CH:4]=1.[CH2:37]([O:17][CH2:18][C:19]1[CH:32]=[CH:31][C:22]([C:23]([C:25]2[CH:30]=[CH:29][CH:28]=[CH:27][CH:26]=2)=[O:24])=[CH:21][CH:20]=1)[CH:36]=[CH2:35]. (7) The product is: [C:35]([O:34][C:32]([N:13]1[CH2:14][CH2:15][C@:16]2([CH3:19])[C@H:17]([CH3:18])[C@H:12]1[CH2:11][C:10]1[CH:26]=[CH:27][C:7]([C:5]([OH:4])=[O:6])=[CH:8][C:9]=12)=[O:33])([CH3:38])([CH3:37])[CH3:36]. Given the reactants [OH-].[Na+].C[O:4][C:5]([C:7]1[CH:27]=[CH:26][C:10]2[CH2:11][C@@H:12]3[C@@H:17]([CH3:18])[C@:16]([CH3:19])([C:9]=2[CH:8]=1)[CH2:15][CH2:14][N:13]3C(=O)C(F)(F)F)=[O:6].CC(O)=O.[C:32](O[C:32]([O:34][C:35]([CH3:38])([CH3:37])[CH3:36])=[O:33])([O:34][C:35]([CH3:38])([CH3:37])[CH3:36])=[O:33], predict the reaction product.